Dataset: Reaction yield outcomes from USPTO patents with 853,638 reactions. Task: Predict the reaction yield, written as a fraction of the theoretical maximum amount of product (1.0 means a 100% yield; for example, 0.34 means a 34% yield). (1) The reactants are [C:1]([O:7][C:8]([CH3:11])([CH3:10])[CH3:9])(=[O:6])[CH2:2][C:3]([CH3:5])=O.[F:12][C:13]1[C:20]([F:21])=[CH:19][CH:18]=[CH:17][C:14]=1[CH:15]=O.[NH4+:22].[OH-:23]. The catalyst is CCO.C(Cl)Cl. The product is [F:12][C:13]1[C:20]([F:21])=[CH:19][CH:18]=[CH:17][C:14]=1[CH:15]1[C:2]([C:1]([O:7][C:8]([CH3:11])([CH3:10])[CH3:9])=[O:6])=[C:3]([CH3:5])[NH:22][C:3]([CH3:5])=[C:2]1[C:1]([O:7][C:8]([CH3:11])([CH3:10])[CH3:9])=[O:23]. The yield is 0.510. (2) The reactants are C(OC([N:8]([CH2:26][C:27]([O:29][C:30](C)(C)[CH3:31])=[O:28])[C:9]1[CH:14]=[CH:13][CH:12]=[C:11]([CH2:15][NH:16][S:17]([C:20]2[CH:25]=[CH:24][CH:23]=[CH:22][N:21]=2)(=[O:19])=[O:18])[N:10]=1)=O)(C)(C)C.Cl.C(O)C.[OH-].[Na+]. The catalyst is O. The product is [N:21]1[CH:22]=[CH:23][CH:24]=[CH:25][C:20]=1[S:17]([NH:16][CH2:15][C:11]1[N:10]=[C:9]([NH:8][CH2:26][C:27]([O:29][CH2:30][CH3:31])=[O:28])[CH:14]=[CH:13][CH:12]=1)(=[O:18])=[O:19]. The yield is 0.830. (3) The reactants are Cl[C:2]1[N:7]=[C:6]([C:8]2[C:9]([C:13]3[CH:18]=[CH:17][C:16]([F:19])=[CH:15][CH:14]=3)=[N:10][NH:11][CH:12]=2)[CH:5]=[CH:4][N:3]=1.[CH3:20][O:21][C:22]1[CH:29]=[CH:28][C:25]([CH2:26][NH2:27])=[CH:24][CH:23]=1. No catalyst specified. The product is [F:19][C:16]1[CH:17]=[CH:18][C:13]([C:9]2[C:8]([C:6]3[CH:5]=[CH:4][N:3]=[C:2]([NH:27][CH2:26][C:25]4[CH:28]=[CH:29][C:22]([O:21][CH3:20])=[CH:23][CH:24]=4)[N:7]=3)=[CH:12][NH:11][N:10]=2)=[CH:14][CH:15]=1. The yield is 0.800.